This data is from Forward reaction prediction with 1.9M reactions from USPTO patents (1976-2016). The task is: Predict the product of the given reaction. (1) The product is: [CH:35]1([C:32]2[CH:33]=[CH:34][C:29]([NH:28][C:26](=[O:27])[CH2:25][N:5]([CH2:6][C:7]3[CH:23]=[CH:22][C:10]([O:11][C:12]([CH3:21])([CH3:20])[C:13]([O:15][C:16]([CH3:18])([CH3:17])[CH3:19])=[O:14])=[CH:9][CH:8]=3)[CH2:4][CH2:3][O:2][CH3:1])=[C:30]([CH3:41])[CH:31]=2)[CH2:36][CH2:37][CH2:38][CH2:39][CH2:40]1. Given the reactants [CH3:1][O:2][CH2:3][CH2:4][NH:5][CH2:6][C:7]1[CH:23]=[CH:22][C:10]([O:11][C:12]([CH3:21])([CH3:20])[C:13]([O:15][C:16]([CH3:19])([CH3:18])[CH3:17])=[O:14])=[CH:9][CH:8]=1.Br[CH2:25][C:26]([NH:28][C:29]1[CH:34]=[CH:33][C:32]([CH:35]2[CH2:40][CH2:39][CH2:38][CH2:37][CH2:36]2)=[CH:31][C:30]=1[CH3:41])=[O:27].C(=O)(O)[O-].[Na+].O, predict the reaction product. (2) Given the reactants [CH3:1][O:2][C:3]1[CH:4]=[C:5]2[C:10](=[CH:11][C:12]=1[O:13][CH3:14])[N:9]=[CH:8][CH:7]=[C:6]2[O:15][C:16]1[CH:22]=[CH:21][C:19]([NH2:20])=[C:18]([CH3:23])[C:17]=1[CH3:24].[CH3:25][O:26][C:27]1[CH:32]=[CH:31][C:30]([N:33]=[C:34]=[O:35])=[CH:29][CH:28]=1, predict the reaction product. The product is: [CH3:1][O:2][C:3]1[CH:4]=[C:5]2[C:10](=[CH:11][C:12]=1[O:13][CH3:14])[N:9]=[CH:8][CH:7]=[C:6]2[O:15][C:16]1[CH:22]=[CH:21][C:19]([NH:20][C:34]([NH:33][C:30]2[CH:31]=[CH:32][C:27]([O:26][CH3:25])=[CH:28][CH:29]=2)=[O:35])=[C:18]([CH3:23])[C:17]=1[CH3:24]. (3) Given the reactants [Cl:1][C:2]1[CH:3]=[CH:4][C:5]([O:28]C)=[C:6]([NH:8][C:9]2[NH:13][C:12]3[CH:14]=[CH:15][C:16]([S:18]([N:21]4[CH2:26][CH2:25][N:24]([CH3:27])[CH2:23][CH2:22]4)(=[O:20])=[O:19])=[CH:17][C:11]=3[N:10]=2)[CH:7]=1.B(Br)(Br)Br, predict the reaction product. The product is: [Cl:1][C:2]1[CH:3]=[CH:4][C:5]([OH:28])=[C:6]([NH:8][C:9]2[NH:13][C:12]3[CH:14]=[CH:15][C:16]([S:18]([N:21]4[CH2:26][CH2:25][N:24]([CH3:27])[CH2:23][CH2:22]4)(=[O:19])=[O:20])=[CH:17][C:11]=3[N:10]=2)[CH:7]=1. (4) The product is: [CH3:38][C:36]1[C:35]2[C:30](=[CH:31][CH:32]=[CH:33][CH:34]=2)[N:29]=[C:28]([C:5]2[CH:6]=[CH:7][C:2]([CH3:1])=[C:3]([C:21]3[CH:22]=[CH:23][CH:24]=[CH:25][CH:26]=3)[N:4]=2)[N:37]=1. Given the reactants [CH3:1][C:2]1[C:3]([C:21]2[CH:26]=[CH:25][CH:24]=[CH:23][CH:22]=2)=[N:4][C:5]([Sn](CCCC)(CCCC)CCCC)=[CH:6][CH:7]=1.Br[C:28]1[N:37]=[C:36]([CH3:38])[C:35]2[C:30](=[CH:31][CH:32]=[CH:33][CH:34]=2)[N:29]=1.[Cl-].[Li+], predict the reaction product. (5) Given the reactants [CH2:1]([NH:8][C:9]1[C:17]2[C:12](=[CH:13][CH:14]=[C:15]([N+:18]([O-])=O)[CH:16]=2)[NH:11][N:10]=1)[C:2]1[CH:7]=[CH:6][CH:5]=[CH:4][CH:3]=1.C(O)C.N, predict the reaction product. The product is: [NH2:18][C:15]1[CH:16]=[C:17]2[C:12](=[CH:13][CH:14]=1)[NH:11][N:10]=[C:9]2[NH:8][CH2:1][C:2]1[CH:3]=[CH:4][CH:5]=[CH:6][CH:7]=1. (6) Given the reactants [Cl:1][C:2]1[CH:7]=[C:6]([C:8]2[CH:13]=[CH:12][CH:11]=[C:10]([Cl:14])[CH:9]=2)[N:5]2[N:15]=[C:16]([CH3:18])[CH:17]=[C:4]2[N:3]=1.[I:19]N1C(=O)CCC1=O, predict the reaction product. The product is: [Cl:1][C:2]1[CH:7]=[C:6]([C:8]2[CH:13]=[CH:12][CH:11]=[C:10]([Cl:14])[CH:9]=2)[N:5]2[N:15]=[C:16]([CH3:18])[C:17]([I:19])=[C:4]2[N:3]=1. (7) Given the reactants C([O:3][C:4](=O)[CH2:5][C:6]([C@H:8]1[CH2:13][CH2:12][N:11]([C:14]([O:16][CH3:17])=[O:15])[C@@H:10]([CH2:18][C:19]2[CH:24]=[CH:23][C:22]([C:25]([F:28])([F:27])[F:26])=[CH:21][CH:20]=2)[CH2:9]1)=[O:7])C.[OH-].[Na+].[NH2:32]O.Cl, predict the reaction product. The product is: [O:3]=[C:4]1[CH:5]=[C:6]([C@H:8]2[CH2:13][CH2:12][N:11]([C:14]([O:16][CH3:17])=[O:15])[C@@H:10]([CH2:18][C:19]3[CH:24]=[CH:23][C:22]([C:25]([F:28])([F:27])[F:26])=[CH:21][CH:20]=3)[CH2:9]2)[O:7][NH:32]1. (8) Given the reactants [C:1]([C:5]1[CH:24]=[CH:23][C:8]([C:9]([NH:11][C:12]2[N:13]=[C:14]3[CH:19]=[CH:18][C:17](Cl)=[N:16][N:15]3[C:21]=2[CH3:22])=[O:10])=[CH:7][CH:6]=1)([CH3:4])([CH3:3])[CH3:2].[NH:25]1[CH:29]=[CH:28][N:27]=[CH:26]1.C(=O)([O-])[O-].[Cs+].[Cs+], predict the reaction product. The product is: [C:1]([C:5]1[CH:24]=[CH:23][C:8]([C:9]([NH:11][C:12]2[N:13]=[C:14]3[CH:19]=[CH:18][C:17]([N:25]4[CH:29]=[CH:28][N:27]=[CH:26]4)=[N:16][N:15]3[C:21]=2[CH3:22])=[O:10])=[CH:7][CH:6]=1)([CH3:4])([CH3:3])[CH3:2].